This data is from Reaction yield outcomes from USPTO patents with 853,638 reactions. The task is: Predict the reaction yield, written as a fraction of the theoretical maximum amount of product (1.0 means a 100% yield; for example, 0.34 means a 34% yield). (1) The reactants are C(OC([N:8]1[CH2:13][CH2:12][N:11](C(OC(C)(C)C)=O)[CH2:10][C@@H:9]1[C:21]1[CH:26]=[CH:25][C:24]([N:27]([CH:29]2[CH2:34][CH2:33][CH2:32][CH2:31][CH2:30]2)[CH3:28])=[CH:23][CH:22]=1)=O)(C)(C)C.Cl. The catalyst is ClCCl.C(OCC)(=O)C. The product is [CH:29]1([N:27]([C:24]2[CH:25]=[CH:26][C:21]([C@H:9]3[CH2:10][NH:11][CH2:12][CH2:13][NH:8]3)=[CH:22][CH:23]=2)[CH3:28])[CH2:30][CH2:31][CH2:32][CH2:33][CH2:34]1. The yield is 0.0800. (2) The reactants are Br[C:2]1[CH:7]=[CH:6][C:5]([N:8]2[CH:12]=[C:11]([C:13]([OH:16])([CH3:15])[CH3:14])[N:10]=[C:9]2[C:17]2[CH:22]=[CH:21][CH:20]=[CH:19][C:18]=2[Cl:23])=[CH:4][CH:3]=1.[CH3:24][O:25][C:26]([C:28]1[CH:29]=[C:30](B(O)O)[CH:31]=[CH:32][CH:33]=1)=[O:27].C([O-])([O-])=O.[K+].[K+].COCCOC. The catalyst is CCOC(C)=O.O. The product is [CH3:24][O:25][C:26]([C:28]1[CH:33]=[C:32]([C:2]2[CH:7]=[CH:6][C:5]([N:8]3[CH:12]=[C:11]([C:13]([OH:16])([CH3:15])[CH3:14])[N:10]=[C:9]3[C:17]3[CH:22]=[CH:21][CH:20]=[CH:19][C:18]=3[Cl:23])=[CH:4][CH:3]=2)[CH:31]=[CH:30][CH:29]=1)=[O:27]. The yield is 0.390.